This data is from Catalyst prediction with 721,799 reactions and 888 catalyst types from USPTO. The task is: Predict which catalyst facilitates the given reaction. (1) Reactant: F[C:2]1[C:7]([C:8]2[N:16]=[CH:15][N:14]=[C:13]3[C:9]=2[N:10]=[CH:11][N:12]3C2CCCCO2)=[CH:6][CH:5]=[CH:4][N:3]=1.[NH2:23][C:24]1[C:25]([F:39])=[C:26]([NH:31][S:32]([CH2:35][CH2:36][CH2:37][F:38])(=[O:34])=[O:33])[CH:27]=[CH:28][C:29]=1[Cl:30].C[Si]([N-][Si](C)(C)C)(C)C.[Na+]. Product: [N:16]1[C:8]([C:7]2[C:2]([NH:23][C:24]3[C:25]([F:39])=[C:26]([NH:31][S:32]([CH2:35][CH2:36][CH2:37][F:38])(=[O:33])=[O:34])[CH:27]=[CH:28][C:29]=3[Cl:30])=[N:3][CH:4]=[CH:5][CH:6]=2)=[C:9]2[C:13]([NH:12][CH:11]=[N:10]2)=[N:14][CH:15]=1. The catalyst class is: 1. (2) Product: [P:12]([O:13][C:14]1[CH:19]=[CH:18][C:17]([Cl:20])=[CH:16][C:15]=1[Cl:21])([O:22][C:23]1[CH:28]=[CH:27][C:26]([Cl:29])=[CH:25][C:24]=1[Cl:30])([O:11][CH2:7][CH2:8][CH2:9][CH3:10])=[O:31]. Reactant: N1C=CC=CC=1.[CH2:7]([OH:11])[CH2:8][CH2:9][CH3:10].[P:12](Cl)(=[O:31])([O:22][C:23]1[CH:28]=[CH:27][C:26]([Cl:29])=[CH:25][C:24]=1[Cl:30])[O:13][C:14]1[CH:19]=[CH:18][C:17]([Cl:20])=[CH:16][C:15]=1[Cl:21]. The catalyst class is: 2. (3) Reactant: Br[C:2]1[CH:3]=[C:4]2[C:9](=[CH:10][CH:11]=1)[CH2:8][N:7]([S:12]([C:15]1[CH:20]=[CH:19][C:18]([CH3:21])=[CH:17][CH:16]=1)(=[O:14])=[O:13])[CH2:6][CH2:5]2.CC([O-])(C)C.[Na+].[CH3:28][C@H:29]1[CH2:33][CH2:32][CH2:31][N:30]1[C@H:34]1[CH2:38][CH2:37][NH:36][CH2:35]1. Product: [CH3:28][C@H:29]1[CH2:33][CH2:32][CH2:31][N:30]1[C@H:34]1[CH2:38][CH2:37][N:36]([C:2]2[CH:3]=[C:4]3[C:9](=[CH:10][CH:11]=2)[CH2:8][N:7]([S:12]([C:15]2[CH:20]=[CH:19][C:18]([CH3:21])=[CH:17][CH:16]=2)(=[O:14])=[O:13])[CH2:6][CH2:5]3)[CH2:35]1. The catalyst class is: 733.